From a dataset of Reaction yield outcomes from USPTO patents with 853,638 reactions. Predict the reaction yield, written as a fraction of the theoretical maximum amount of product (1.0 means a 100% yield; for example, 0.34 means a 34% yield). The reactants are [F:1][C:2]1[CH:7]=[CH:6][CH:5]=[CH:4][C:3]=1[C:8]1[N:13]=[C:12]2[C:14]([C:27]3[N:28]=[N:29][CH:30]=[C:31]([O:33][CH3:34])[CH:32]=3)=[CH:15][N:16](S(C3C=CC(C)=CC=3)(=O)=O)[C:11]2=[CH:10][CH:9]=1.[OH-].[Na+]. The catalyst is C1COCC1.O. The product is [F:1][C:2]1[CH:7]=[CH:6][CH:5]=[CH:4][C:3]=1[C:8]1[N:13]=[C:12]2[C:14]([C:27]3[N:28]=[N:29][CH:30]=[C:31]([O:33][CH3:34])[CH:32]=3)=[CH:15][NH:16][C:11]2=[CH:10][CH:9]=1. The yield is 0.556.